This data is from Reaction yield outcomes from USPTO patents with 853,638 reactions. The task is: Predict the reaction yield, written as a fraction of the theoretical maximum amount of product (1.0 means a 100% yield; for example, 0.34 means a 34% yield). (1) The reactants are [C:1]([O:4][C:5]1[CH:6]=[C:7]([CH:11]=[C:12]([O:14][C:15](=[O:17])[CH3:16])[CH:13]=1)[C:8](O)=[O:9])(=[O:3])[CH3:2].S(Cl)([Cl:20])=O. The catalyst is C(Cl)Cl. The product is [C:1]([O:4][C:5]1[CH:6]=[C:7]([CH:11]=[C:12]([O:14][C:15](=[O:17])[CH3:16])[CH:13]=1)[C:8]([Cl:20])=[O:9])(=[O:3])[CH3:2]. The yield is 0.982. (2) The yield is 0.160. The catalyst is C(O)C. The product is [Br:27][C:26]1[CH:25]=[N:24][N:23]([CH3:28])[C:22]=1[C:16]1[CH:15]=[C:14]([NH:13][C:11]([NH:10][C:6]2[CH:7]=[CH:8][CH:9]=[C:4]([C:1](=[N:30][OH:31])[CH3:2])[CH:5]=2)=[O:12])[CH:19]=[CH:18][C:17]=1[O:20][CH3:21]. The reactants are [C:1]([C:4]1[CH:5]=[C:6]([NH:10][C:11]([NH:13][C:14]2[CH:19]=[CH:18][C:17]([O:20][CH3:21])=[C:16]([C:22]3[N:23]([CH3:28])[N:24]=[CH:25][C:26]=3[Br:27])[CH:15]=2)=[O:12])[CH:7]=[CH:8][CH:9]=1)(=O)[CH3:2].Cl.[NH2:30][OH:31].Cl. (3) The reactants are [NH2:1][C:2]1[S:6][N:5]=[C:4]([CH3:7])[C:3]=1[C:8]([NH:10][C:11]1[CH:12]=[N:13][C:14]([O:17][CH3:18])=[CH:15][CH:16]=1)=[O:9].Cl[C:20]1[N:27]=[CH:26][CH:25]=[CH:24][C:21]=1[C:22]#[N:23].C(=O)([O-])[O-].[Cs+].[Cs+].CC1(C)C2C(=C(P(C3C=CC=CC=3)C3C=CC=CC=3)C=CC=2)OC2C(P(C3C=CC=CC=3)C3C=CC=CC=3)=CC=CC1=2. The catalyst is O1CCOCC1.CN(C=O)C.C([O-])(=O)C.[Pd+2].C([O-])(=O)C. The product is [C:22]([C:21]1[C:20]([NH:1][C:2]2[S:6][N:5]=[C:4]([CH3:7])[C:3]=2[C:8]([NH:10][C:11]2[CH:12]=[N:13][C:14]([O:17][CH3:18])=[CH:15][CH:16]=2)=[O:9])=[N:27][CH:26]=[CH:25][CH:24]=1)#[N:23]. The yield is 0.0130. (4) The reactants are [Br:1][C:2]1[CH:3]=[C:4]([OH:9])[CH:5]=[C:6]([F:8])[CH:7]=1.Cl[CH:11]([F:13])[F:12]. The catalyst is CC(O)C.[OH-].[K+]. The product is [Br:1][C:2]1[CH:3]=[C:4]([O:9][CH:11]([F:13])[F:12])[CH:5]=[C:6]([F:8])[CH:7]=1. The yield is 0.790. (5) The reactants are [C:1]1([C:7]([OH:9])=[O:8])([C:4](O)=[O:5])[CH2:3][CH2:2]1.C(N(CC)CC)C.S(Cl)(Cl)=O.[CH2:21]([NH2:28])[C:22]1[CH:27]=[CH:26][CH:25]=[CH:24][CH:23]=1. The yield is 0.521. The catalyst is C1COCC1.C(OCC)(=O)C. The product is [CH2:21]([NH:28][C:4]([C:1]1([C:7]([OH:9])=[O:8])[CH2:3][CH2:2]1)=[O:5])[C:22]1[CH:27]=[CH:26][CH:25]=[CH:24][CH:23]=1. (6) The reactants are [CH:1]1([C@H:6]([NH:11][C:12]([C:14]2[CH:19]=[CH:18][C:17]([C:20]3[CH:25]=[CH:24][C:23]([O:26][CH3:27])=[CH:22][CH:21]=3)=[CH:16][C:15]=2[N+:28]([O-])=O)=[O:13])[C:7]([O:9][CH3:10])=[O:8])[CH2:5][CH2:4][CH2:3][CH2:2]1. The catalyst is [Pd].C(O)C. The product is [NH2:28][C:15]1[CH:16]=[C:17]([C:20]2[CH:21]=[CH:22][C:23]([O:26][CH3:27])=[CH:24][CH:25]=2)[CH:18]=[CH:19][C:14]=1[C:12]([NH:11][C@@H:6]([CH:1]1[CH2:2][CH2:3][CH2:4][CH2:5]1)[C:7]([O:9][CH3:10])=[O:8])=[O:13]. The yield is 0.940. (7) The reactants are [OH:1][CH:2]1[CH2:7][CH2:6][N:5]([CH3:8])[CH2:4][CH2:3]1.C(OC(N=NC(OC(C)(C)C)=O)=O)(C)(C)C.C1(P(C2C=CC=CC=2)C2C=CC=CC=2)C=CC=CC=1.[Cl:44][C:45]1[N:50]=[CH:49][C:48](O)=[CH:47][N:46]=1. The catalyst is O1CCCC1.C(OCC)(=O)C. The product is [Cl:44][C:45]1[N:50]=[CH:49][C:48]([O:1][CH:2]2[CH2:7][CH2:6][N:5]([CH3:8])[CH2:4][CH2:3]2)=[CH:47][N:46]=1. The yield is 0.870. (8) The reactants are [Br:1][C:2]1[S:3][C:4]([C:7]([OH:9])=O)=[CH:5][N:6]=1.[NH:10]1[C:14]2=[N:15][CH:16]=[CH:17][CH:18]=[C:13]2[CH:12]=[CH:11]1.[Cl-].[Cl-].[Cl-].[Al+3]. The catalyst is C(Cl)(=O)C(Cl)=O.ClCCl. The product is [Br:1][C:2]1[S:3][C:4]([C:7]([C:12]2[C:13]3[C:14](=[N:15][CH:16]=[CH:17][CH:18]=3)[NH:10][CH:11]=2)=[O:9])=[CH:5][N:6]=1. The yield is 0.0200.